The task is: Predict the reactants needed to synthesize the given product.. This data is from Full USPTO retrosynthesis dataset with 1.9M reactions from patents (1976-2016). (1) Given the product [CH:38]1([C:36]([NH:35][C:33]2[N:34]=[C:29]3[CH:28]=[CH:27][C:26]([O:25][C:24]4[CH:23]=[C:22]([NH:21][C:7]([C:5]5[N:4]([CH2:10][C:11]([F:14])([F:13])[F:12])[N:3]=[C:2]([CH3:1])[CH:6]=5)=[O:9])[CH:43]=[CH:42][CH:41]=4)=[N:31][N:30]3[CH:32]=2)=[O:37])[CH2:39][CH2:40]1, predict the reactants needed to synthesize it. The reactants are: [CH3:1][C:2]1[CH:6]=[C:5]([C:7]([OH:9])=O)[N:4]([CH2:10][C:11]([F:14])([F:13])[F:12])[N:3]=1.C(Cl)(=O)C(Cl)=O.[NH2:21][C:22]1[CH:23]=[C:24]([CH:41]=[CH:42][CH:43]=1)[O:25][C:26]1[CH:27]=[CH:28][C:29]2[N:30]([CH:32]=[C:33]([NH:35][C:36]([CH:38]3[CH2:40][CH2:39]3)=[O:37])[N:34]=2)[N:31]=1.C(N(CC)CC)C. (2) Given the product [S:6]1[CH:5]=[CH:4][C:16]2[CH:15]=[CH:14][CH:13]=[C:8]([C:9]([O:11][CH3:12])=[O:10])[C:7]1=2, predict the reactants needed to synthesize it. The reactants are: C(O[CH:4](OCC)[CH2:5][S:6][C:7]1[CH:16]=[CH:15][CH:14]=[CH:13][C:8]=1[C:9]([O:11][CH3:12])=[O:10])C. (3) Given the product [NH2:1][C@H:2]([CH2:3][NH:5][CH:6]1[CH2:7][CH2:8][N:9]([C:12]2[S:13][CH:14]=[C:15]([C:17]3[CH:26]=[CH:25][C:24]4[C:23]([CH3:28])([CH3:27])[CH2:22][CH2:21][C:20]([CH3:29])([CH3:30])[C:19]=4[CH:18]=3)[N:16]=2)[CH2:10][CH2:11]1)[C@H:31]([OH:33])[CH3:32], predict the reactants needed to synthesize it. The reactants are: [NH2:1][C@@H:2]([C@H:31]([OH:33])[CH3:32])[C:3]([NH:5][CH:6]1[CH2:11][CH2:10][N:9]([C:12]2[S:13][CH:14]=[C:15]([C:17]3[CH:26]=[CH:25][C:24]4[C:23]([CH3:28])([CH3:27])[CH2:22][CH2:21][C:20]([CH3:30])([CH3:29])[C:19]=4[CH:18]=3)[N:16]=2)[CH2:8][CH2:7]1)=O.B.CO.